Dataset: hERG potassium channel inhibition data for cardiac toxicity prediction from Karim et al.. Task: Regression/Classification. Given a drug SMILES string, predict its toxicity properties. Task type varies by dataset: regression for continuous values (e.g., LD50, hERG inhibition percentage) or binary classification for toxic/non-toxic outcomes (e.g., AMES mutagenicity, cardiotoxicity, hepatotoxicity). Dataset: herg_karim. The compound is CCNC(=O)[C@H](Cc1ccc(O)c(C(C)(C)C)c1)NC(=O)[C@H](C(C)C)N(C)C(=O)[C@H](Cc1ccc(F)cc1)NC. The result is 0 (non-blocker).